From a dataset of NCI-60 drug combinations with 297,098 pairs across 59 cell lines. Regression. Given two drug SMILES strings and cell line genomic features, predict the synergy score measuring deviation from expected non-interaction effect. (1) Drug 1: CC(C)NC(=O)C1=CC=C(C=C1)CNNC.Cl. Drug 2: C1C(C(OC1N2C=NC3=C2NC=NCC3O)CO)O. Cell line: BT-549. Synergy scores: CSS=-14.2, Synergy_ZIP=9.21, Synergy_Bliss=8.95, Synergy_Loewe=-6.69, Synergy_HSA=-2.97. (2) Drug 1: C1=CC=C(C(=C1)C(C2=CC=C(C=C2)Cl)C(Cl)Cl)Cl. Drug 2: CC(C)CN1C=NC2=C1C3=CC=CC=C3N=C2N. Cell line: BT-549. Synergy scores: CSS=-4.46, Synergy_ZIP=1.27, Synergy_Bliss=0.0832, Synergy_Loewe=-2.78, Synergy_HSA=-2.37. (3) Drug 1: C1CN1P(=S)(N2CC2)N3CC3. Drug 2: CC1CCCC2(C(O2)CC(NC(=O)CC(C(C(=O)C(C1O)C)(C)C)O)C(=CC3=CSC(=N3)C)C)C. Cell line: T-47D. Synergy scores: CSS=38.6, Synergy_ZIP=-3.36, Synergy_Bliss=-5.86, Synergy_Loewe=-7.38, Synergy_HSA=-0.680. (4) Drug 1: C1=CC(=CC=C1CCC2=CNC3=C2C(=O)NC(=N3)N)C(=O)NC(CCC(=O)O)C(=O)O. Drug 2: CN(C)C1=NC(=NC(=N1)N(C)C)N(C)C. Cell line: NCIH23. Synergy scores: CSS=1.07, Synergy_ZIP=4.99, Synergy_Bliss=-1.71, Synergy_Loewe=-3.90, Synergy_HSA=-2.42. (5) Drug 1: CC1CCC2CC(C(=CC=CC=CC(CC(C(=O)C(C(C(=CC(C(=O)CC(OC(=O)C3CCCCN3C(=O)C(=O)C1(O2)O)C(C)CC4CCC(C(C4)OC)OCCO)C)C)O)OC)C)C)C)OC. Drug 2: C1CN1C2=NC(=NC(=N2)N3CC3)N4CC4. Cell line: MDA-MB-435. Synergy scores: CSS=8.20, Synergy_ZIP=-6.30, Synergy_Bliss=1.15, Synergy_Loewe=-1.82, Synergy_HSA=2.44.